From a dataset of Forward reaction prediction with 1.9M reactions from USPTO patents (1976-2016). Predict the product of the given reaction. (1) Given the reactants [CH3:1][N:2]1[CH:6]=[CH:5][N:4]=[C:3]1[Sn](CCCC)(CCCC)CCCC.[Br:20][C:21]1[CH:26]=[CH:25][C:24]([C:27]([F:30])([F:29])[F:28])=[CH:23][C:22]=1I.[F-].[K+].O, predict the reaction product. The product is: [Br:20][C:21]1[CH:22]=[CH:23][C:24]([C:27]([F:28])([F:29])[F:30])=[CH:25][C:26]=1[C:3]1[N:2]([CH3:1])[CH:6]=[CH:5][N:4]=1. (2) Given the reactants O[Li].O.[F:4][C:5]1[CH:9]=[C:8]([C:10]2[CH:11]=[N:12][CH:13]=[N:14][CH:15]=2)[S:7][C:6]=1[C:16]([O:18]C)=[O:17], predict the reaction product. The product is: [F:4][C:5]1[CH:9]=[C:8]([C:10]2[CH:15]=[N:14][CH:13]=[N:12][CH:11]=2)[S:7][C:6]=1[C:16]([OH:18])=[O:17].